This data is from Full USPTO retrosynthesis dataset with 1.9M reactions from patents (1976-2016). The task is: Predict the reactants needed to synthesize the given product. (1) The reactants are: [F:1][C:2]1[CH:10]=[C:9]([F:11])[C:8]([F:12])=[CH:7][C:3]=1[C:4](O)=[O:5].Cl.[CH3:14][NH:15][O:16][CH3:17].O.ON1C2C=CC=CC=2N=N1.CCN=C=NCCCN(C)C.Cl.C(=O)([O-])O.[Na+]. Given the product [F:1][C:2]1[CH:10]=[C:9]([F:11])[C:8]([F:12])=[CH:7][C:3]=1[C:4]([N:15]([O:16][CH3:17])[CH3:14])=[O:5], predict the reactants needed to synthesize it. (2) Given the product [F:1][C@H:2]1[CH2:19][C@@:17]2([CH3:18])[C@@H:13]([CH2:14][CH2:15][C:16]2=[O:20])[C@H:12]2[C@H:3]1[C:4]1[CH:5]=[CH:6][C:7]([OH:22])=[CH:8][C:9]=1[CH2:10][C@H:11]2[CH3:21], predict the reactants needed to synthesize it. The reactants are: [F:1][C@H:2]1[CH2:19][C@@:17]2([CH3:18])[C@@H:13]([CH2:14][CH2:15][C:16]2=[O:20])[C@H:12]2[C@H:3]1[C@@H:4]1[C:9]([CH2:10][C@H:11]2[CH3:21])=[CH:8][C:7](=[O:22])[CH2:6][CH2:5]1. (3) The reactants are: [OH:1][C:2]1[CH:7]=[CH:6][C:5](/[CH:8]=[CH:9]/[C:10]([OH:12])=[O:11])=[CH:4][CH:3]=1.[CH3:13][C:14]1[CH:18]=[C:17]([CH3:19])[O:16][N:15]=1. Given the product [CH3:13][C:14]1[C:18]([CH:8]([C:5]2[CH:4]=[CH:3][C:2]([OH:1])=[CH:7][CH:6]=2)[CH2:9][C:10]([OH:12])=[O:11])=[C:17]([CH3:19])[O:16][N:15]=1, predict the reactants needed to synthesize it. (4) Given the product [CH2:23]([O:1][N:2]=[CH:3][C:4](=[N:11][NH:12][C:13](=[O:20])[C:14]1[CH:19]=[CH:18][CH:17]=[CH:16][CH:15]=1)[C:5]1[CH:10]=[CH:9][CH:8]=[CH:7][CH:6]=1)[CH3:24], predict the reactants needed to synthesize it. The reactants are: [OH:1][N:2]=[CH:3][C:4](=[N:11][NH:12][C:13](=[O:20])[C:14]1[CH:19]=[CH:18][CH:17]=[CH:16][CH:15]=1)[C:5]1[CH:10]=[CH:9][CH:8]=[CH:7][CH:6]=1.[OH-].[K+].[CH2:23](Br)[CH3:24].O.